From a dataset of Full USPTO retrosynthesis dataset with 1.9M reactions from patents (1976-2016). Predict the reactants needed to synthesize the given product. (1) Given the product [ClH:47].[O:1]=[C:2]1[C@H:8]([CH2:9][C:10]([O:12][CH2:13][C:14]([N:16]([CH3:18])[CH3:17])=[O:15])=[O:11])[CH2:7][C:6]2[CH:19]=[CH:20][C:21]([O:23][CH2:24][CH2:25][C:26]3[N:27]=[C:28]4[NH:33][CH2:32][CH2:31][CH2:30][N:29]4[CH:41]=3)=[CH:22][C:5]=2[CH2:4][N:3]1[CH2:42][C:43]([F:46])([F:45])[F:44], predict the reactants needed to synthesize it. The reactants are: [O:1]=[C:2]1[C@H:8]([CH2:9][C:10]([O:12][CH2:13][C:14]([N:16]([CH3:18])[CH3:17])=[O:15])=[O:11])[CH2:7][C:6]2[CH:19]=[CH:20][C:21]([O:23][CH2:24][CH2:25][C:26]3[N:27]=[C:28]4[N:33](C(OC(C)(C)C)=O)[CH2:32][CH2:31][CH2:30][N:29]4[CH:41]=3)=[CH:22][C:5]=2[CH2:4][N:3]1[CH2:42][C:43]([F:46])([F:45])[F:44].[ClH:47].O1CCOCC1. (2) The reactants are: [CH2:1]([O:3][C:4](=[O:31])[CH2:5][N:6]([CH2:20][C:21]1[CH:26]=[CH:25][C:24]([O:27][CH3:28])=[CH:23][C:22]=1[O:29][CH3:30])[CH2:7][C:8]1[CH:13]=[C:12]([OH:14])[CH:11]=[CH:10][C:9]=1[C:15]([O:17][CH2:18][CH3:19])=[O:16])[CH3:2].[CH2:32](Br)[C:33]1[CH:38]=[CH:37][CH:36]=[CH:35][CH:34]=1.C(=O)([O-])[O-].[Cs+].[Cs+]. Given the product [CH2:1]([O:3][C:4](=[O:31])[CH2:5][N:6]([CH2:20][C:21]1[CH:26]=[CH:25][C:24]([O:27][CH3:28])=[CH:23][C:22]=1[O:29][CH3:30])[CH2:7][C:8]1[CH:13]=[C:12]([O:14][CH2:32][C:33]2[CH:38]=[CH:37][CH:36]=[CH:35][CH:34]=2)[CH:11]=[CH:10][C:9]=1[C:15]([O:17][CH2:18][CH3:19])=[O:16])[CH3:2], predict the reactants needed to synthesize it.